Predict which catalyst facilitates the given reaction. From a dataset of Catalyst prediction with 721,799 reactions and 888 catalyst types from USPTO. (1) Reactant: [F:1][C:2]1[CH:3]=[C:4]2[C:8](=[CH:9][CH:10]=1)[NH:7][C:6](=[O:11])[C:5]2=[N:12][N:13]=[CH:14][C:15]1[CH:31]=[CH:30][C:18]([C:19]([NH:21][CH2:22][CH2:23][CH2:24][CH2:25][CH2:26][C:27](O)=[O:28])=[O:20])=[CH:17][CH:16]=1.C(N(CC)CC)C.ClC(OCC)=O.[NH2:45][OH:46]. Product: [F:1][C:2]1[CH:3]=[C:4]2[C:8](=[CH:9][CH:10]=1)[NH:7][C:6](=[O:11])[C:5]2=[N:12][N:13]=[CH:14][C:15]1[CH:31]=[CH:30][C:18]([C:19]([NH:21][CH2:22][CH2:23][CH2:24][CH2:25][CH2:26][C:27]([NH:45][OH:46])=[O:28])=[O:20])=[CH:17][CH:16]=1. The catalyst class is: 650. (2) Reactant: CC1(C)[O:9][C:8](=[O:10])[C:5]2([CH2:7][CH2:6]2)[C:4](=[O:11])O1.[CH3:13][C:14]1[CH:15]=[C:16]([CH:18]=[CH:19][C:20]=1[CH3:21])[NH2:17]. Product: [CH3:13][C:14]1[CH:15]=[C:16]([N:17]2[CH2:6][CH2:7][CH:5]([C:8]([OH:9])=[O:10])[C:4]2=[O:11])[CH:18]=[CH:19][C:20]=1[CH3:21]. The catalyst class is: 8. (3) The catalyst class is: 2. Product: [CH3:28][C:27]1[CH:29]=[CH:30][C:24]([S:21]([O:12][CH2:11][C:8]([C:5]2[CH:4]=[CH:3][C:2]([Br:1])=[CH:7][CH:6]=2)([C:9]#[N:10])[CH3:13])(=[O:23])=[O:22])=[CH:25][CH:26]=1. Reactant: [Br:1][C:2]1[CH:7]=[CH:6][C:5]([C:8]([CH3:13])([CH2:11][OH:12])[C:9]#[N:10])=[CH:4][CH:3]=1.CCN(CC)CC.[S:21](Cl)([C:24]1[CH:30]=[CH:29][C:27]([CH3:28])=[CH:26][CH:25]=1)(=[O:23])=[O:22]. (4) The catalyst class is: 16. Product: [O:36]1[CH2:35][CH2:34][N:33]([C:29]2[CH:28]=[C:27]([N:19]3[C:20]([C:21]4[CH:22]=[CH:23][CH:24]=[CH:25][CH:26]=4)=[C:16]([C:14]([N:13]4[CH2:12][CH2:11][N:10]([C:39]([O:41][C:42]([CH3:43])([CH3:44])[CH3:45])=[O:40])[CH2:9][C@H:8]4[CH2:7][C:6]4[CH:46]=[CH:47][C:3]([C:1]5[NH:49][C:51](=[O:54])[O:52][N:2]=5)=[CH:4][CH:5]=4)=[O:15])[N:17]=[CH:18]3)[CH:32]=[CH:31][CH:30]=2)[CH2:38][CH2:37]1. Reactant: [C:1]([C:3]1[CH:47]=[CH:46][C:6]([CH2:7][C@H:8]2[N:13]([C:14]([C:16]3[N:17]=[CH:18][N:19]([C:27]4[CH:32]=[CH:31][CH:30]=[C:29]([N:33]5[CH2:38][CH2:37][O:36][CH2:35][CH2:34]5)[CH:28]=4)[C:20]=3[C:21]3[CH:26]=[CH:25][CH:24]=[CH:23][CH:22]=3)=[O:15])[CH2:12][CH2:11][N:10]([C:39]([O:41][C:42]([CH3:45])([CH3:44])[CH3:43])=[O:40])[CH2:9]2)=[CH:5][CH:4]=1)#[N:2].Cl.[NH2:49]O.[C:51](=[O:54])(O)[O-:52].[Na+].O. (5) Reactant: [CH3:1][C:2]1[C:3](O)=[C:4]([CH:8]=[C:9]([CH3:11])[CH:10]=1)[C:5]([OH:7])=[O:6].[C:13]([O:16]C(=O)C)(=[O:15])[CH3:14].O. Product: [C:13]([O:16][C:10]1[C:2]([CH3:1])=[CH:3][C:4]([C:5]([OH:7])=[O:6])=[CH:8][C:9]=1[CH3:11])(=[O:15])[CH3:14]. The catalyst class is: 17.